Dataset: Forward reaction prediction with 1.9M reactions from USPTO patents (1976-2016). Task: Predict the product of the given reaction. (1) Given the reactants [NH2:1][C:2]1[CH:7]=[CH:6][C:5]([C:8]2[N:12]([CH:13]3[CH2:17][CH2:16][CH2:15][CH2:14]3)[C:11]3[CH:18]=[CH:19][C:20]([C:22]([O:24][CH2:25][CH3:26])=[O:23])=[CH:21][C:10]=3[N:9]=2)=[CH:4][CH:3]=1.[C:27](Cl)(=[O:34])[C:28]1[CH:33]=[CH:32][CH:31]=[CH:30][CH:29]=1, predict the reaction product. The product is: [C:27]([NH:1][C:2]1[CH:7]=[CH:6][C:5]([C:8]2[N:12]([CH:13]3[CH2:17][CH2:16][CH2:15][CH2:14]3)[C:11]3[CH:18]=[CH:19][C:20]([C:22]([O:24][CH2:25][CH3:26])=[O:23])=[CH:21][C:10]=3[N:9]=2)=[CH:4][CH:3]=1)(=[O:34])[C:28]1[CH:33]=[CH:32][CH:31]=[CH:30][CH:29]=1. (2) Given the reactants [N:1]1([CH2:7][CH2:8][N:9]2[C:14](=[O:15])[C:13]3[CH:16]=[C:17]([CH2:19][CH2:20][CH3:21])[S:18][C:12]=3[NH:11][C:10]2=[O:22])[CH2:6][CH2:5][O:4][CH2:3][CH2:2]1.Br[CH2:24][C:25]1[CH:30]=[CH:29][C:28]([C:31]2[CH:36]=[CH:35][CH:34]=[CH:33][C:32]=2[C:37]2[N:41]=[C:40](C(Cl)(Cl)Cl)[O:39][N:38]=2)=[CH:27][CH:26]=1.C(=O)([O-])[O-:47].[K+].[K+], predict the reaction product. The product is: [N:1]1([CH2:7][CH2:8][N:9]2[C:14](=[O:15])[C:13]3[CH:16]=[C:17]([CH2:19][CH2:20][CH3:21])[S:18][C:12]=3[N:11]([CH2:24][C:25]3[CH:30]=[CH:29][C:28]([C:31]4[CH:36]=[CH:35][CH:34]=[CH:33][C:32]=4[C:37]4[NH:41][C:40](=[O:47])[O:39][N:38]=4)=[CH:27][CH:26]=3)[C:10]2=[O:22])[CH2:6][CH2:5][O:4][CH2:3][CH2:2]1. (3) Given the reactants [C:1]([NH:4][C:5]1[CH:13]=[CH:12][C:8]([C:9]([OH:11])=[O:10])=[CH:7][CH:6]=1)(=[O:3])[CH3:2].[N:14]1[CH:19]=[C:18]([CH:20]2[CH2:25][CH2:24][CH2:23][N:21]2[CH3:22])[CH:17]=[CH:16][CH:15]=1, predict the reaction product. The product is: [C:1]([NH:4][C:5]1[CH:13]=[CH:12][C:8]([C:9]([OH:11])=[O:10])=[CH:7][CH:6]=1)(=[O:3])[CH3:2].[N:14]1[CH:19]=[C:18]([CH:20]2[CH2:25][CH2:24][CH2:23][N:21]2[CH3:22])[CH:17]=[CH:16][CH:15]=1. (4) The product is: [CH3:9][O:8][C:4]1[CH:5]=[CH:6][CH:7]=[C:2]([C:17]#[C:16][C:10]2[CH:15]=[CH:14][CH:13]=[CH:12][CH:11]=2)[CH:3]=1. Given the reactants Cl[C:2]1[CH:3]=[C:4]([O:8][CH3:9])[CH:5]=[CH:6][CH:7]=1.[C:10]1([C:16]#[CH:17])[CH:15]=[CH:14][CH:13]=[CH:12][CH:11]=1.C([O-])([O-])=O.[Cs+].[Cs+].O, predict the reaction product. (5) Given the reactants [F:1][C:2]1[CH:7]=[CH:6][C:5]([C:8]2[N:9]=[C:10]([N:18]3[CH:22]=[CH:21][N:20]=[C:19]3[CH3:23])[O:11][C:12]=2[CH2:13][CH2:14][CH2:15][CH2:16][OH:17])=[CH:4][CH:3]=1.[CH3:24][C:25]1[CH:30]=[CH:29][CH:28]=[CH:27][C:26]=1O.C(P(CCCC)CCCC)CCC.N(C(N1CCCCC1)=O)=NC(N1CCCCC1)=O, predict the reaction product. The product is: [F:1][C:2]1[CH:3]=[CH:4][C:5]([C:8]2[N:9]=[C:10]([N:18]3[CH:22]=[CH:21][N:20]=[C:19]3[CH3:23])[O:11][C:12]=2[CH2:13][CH2:14][CH2:15][CH2:16][O:17][C:26]2[CH:27]=[CH:28][CH:29]=[CH:30][C:25]=2[CH3:24])=[CH:6][CH:7]=1. (6) Given the reactants [CH2:1]([S:8][C:9]1[C:10]([CH2:17][OH:18])=[CH:11][S:12][C:13]=1[N+:14]([O-:16])=[O:15])[C:2]1[CH:7]=[CH:6][CH:5]=[CH:4][CH:3]=1.C(N(C(C)C)CC)(C)C.[CH3:28][O:29][CH2:30]Cl, predict the reaction product. The product is: [CH2:1]([S:8][C:9]1[C:10]([CH2:17][O:18][CH2:28][O:29][CH3:30])=[CH:11][S:12][C:13]=1[N+:14]([O-:16])=[O:15])[C:2]1[CH:7]=[CH:6][CH:5]=[CH:4][CH:3]=1.